This data is from Full USPTO retrosynthesis dataset with 1.9M reactions from patents (1976-2016). The task is: Predict the reactants needed to synthesize the given product. (1) Given the product [CH:34]([C:35]1[CH:42]=[CH:41][C:38](/[CH:39]=[CH:9]/[C:10]2[CH:11]=[CH:12][C:13]([NH:16][C:17](=[O:25])[O:18][CH2:19][CH2:20][Si:21]([CH3:22])([CH3:23])[CH3:24])=[CH:14][CH:15]=2)=[C:37]([O:43][CH3:44])[CH:36]=1)=[O:33], predict the reactants needed to synthesize it. The reactants are: C(OP([CH2:9][C:10]1[CH:15]=[CH:14][C:13]([NH:16][C:17](=[O:25])[O:18][CH2:19][CH2:20][Si:21]([CH3:24])([CH3:23])[CH3:22])=[CH:12][CH:11]=1)(OCC)=O)C.CC([O-])(C)C.[K+].C[O:33][CH:34](OC)[C:35]1[CH:42]=[CH:41][C:38]([CH:39]=O)=[C:37]([O:43][CH3:44])[CH:36]=1.OS([O-])(=O)=O.[Na+].C([O-])(O)=O.[Na+]. (2) Given the product [CH3:5][O:6][C:7]1[C:8]([CH3:14])=[C:9]([SH:20])[CH:10]=[CH:11][CH:12]=1, predict the reactants needed to synthesize it. The reactants are: N([O-])=O.[Na+].[CH3:5][O:6][C:7]1[C:8]([CH3:14])=[C:9](N)[CH:10]=[CH:11][CH:12]=1.Cl.CCOC([S-])=[S:20].[K+]. (3) The reactants are: Br[C:2]1[CH:3]=[N:4][CH:5]=[CH:6][CH:7]=1.C([Mg]Cl)(C)C.C([O:17][B:18]([CH:24]=[CH2:25])OCCCC)CCC.Cl. Given the product [N:4]1[CH:5]=[CH:6][CH:7]=[CH:2][C:3]=1[CH:25]=[CH:24][BH:18][OH:17], predict the reactants needed to synthesize it. (4) Given the product [CH3:34][S:35]([O:24][CH2:23][CH2:22][S:19]([CH2:18][C@H:9]([NH:8][C:6]([C:5]1[CH:25]=[CH:26][C:2]([F:1])=[CH:3][CH:4]=1)=[O:7])[C:10]([N:12]1[CH2:13][CH2:14][O:15][CH2:16][CH2:17]1)=[O:11])(=[O:21])=[O:20])(=[O:37])=[O:36], predict the reactants needed to synthesize it. The reactants are: [F:1][C:2]1[CH:26]=[CH:25][C:5]([C:6]([NH:8][C@@H:9]([CH2:18][S:19]([CH2:22][CH2:23][OH:24])(=[O:21])=[O:20])[C:10]([N:12]2[CH2:17][CH2:16][O:15][CH2:14][CH2:13]2)=[O:11])=[O:7])=[CH:4][CH:3]=1.CCN(CC)CC.[CH3:34][S:35](Cl)(=[O:37])=[O:36]. (5) The reactants are: Br[C:2]1[C:3]([N:22]2[CH2:26][CH2:25][C@@H:24]([OH:27])[CH2:23]2)=[N:4][CH:5]=[C:6]([CH:21]=1)[C:7]([NH:9][C:10]1[CH:15]=[CH:14][C:13]([O:16][C:17]([F:20])([F:19])[F:18])=[CH:12][CH:11]=1)=[O:8].[CH3:28][N:29]1[CH:33]=[C:32](B2OC(C)(C)C(C)(C)O2)[CH:31]=[N:30]1.C([O-])([O-])=O.[Na+].[Na+].COCCOC. Given the product [OH:27][C@@H:24]1[CH2:25][CH2:26][N:22]([C:3]2[C:2]([C:32]3[CH:31]=[N:30][N:29]([CH3:28])[CH:33]=3)=[CH:21][C:6]([C:7]([NH:9][C:10]3[CH:15]=[CH:14][C:13]([O:16][C:17]([F:20])([F:19])[F:18])=[CH:12][CH:11]=3)=[O:8])=[CH:5][N:4]=2)[CH2:23]1, predict the reactants needed to synthesize it.